From a dataset of Catalyst prediction with 721,799 reactions and 888 catalyst types from USPTO. Predict which catalyst facilitates the given reaction. (1) The catalyst class is: 82. Product: [OH:13][C:9]1([C:19]2[CH:20]=[C:21]([O:22][CH3:23])[C:16]([O:15][CH3:14])=[CH:17][C:18]=2[NH:24][C:25](=[O:29])[CH:26]([CH3:27])[CH3:28])[C:10](=[O:11])[C:4]2[C:5](=[CH:6][CH:1]=[CH:2][CH:3]=2)[C:7]1=[O:8]. Reactant: [CH:1]1[CH:6]=[C:5]2[C:7]([C:9]([OH:13])(O)[C:10](=[O:11])[C:4]2=[CH:3][CH:2]=1)=[O:8].[CH3:14][O:15][C:16]1[CH:17]=[C:18]([NH:24][C:25](=[O:29])[CH:26]([CH3:28])[CH3:27])[CH:19]=[CH:20][C:21]=1[O:22][CH3:23]. (2) Reactant: C([O:8][C:9](=[O:44])[CH2:10][C@:11]1([C:34]([O:36]CC2C=CC=CC=2)=[O:35])[O:15][N:14]=[C:13]([C:16]2[CH:21]=[CH:20][CH:19]=[C:18]([O:22][C:23](=[O:33])[C:24]3[CH:29]=[CH:28][C:27]([N+:30]([O-])=O)=[CH:26][CH:25]=3)[CH:17]=2)[CH2:12]1)C1C=CC=CC=1. Product: [NH2:30][C:27]1[CH:26]=[CH:25][C:24]([C:23]([O:22][C:18]2[CH:17]=[C:16]([C:13]3[CH2:12][C@@:11]([CH2:10][C:9]([OH:44])=[O:8])([C:34]([OH:36])=[O:35])[O:15][N:14]=3)[CH:21]=[CH:20][CH:19]=2)=[O:33])=[CH:29][CH:28]=1. The catalyst class is: 354. (3) Reactant: C([O:5][C:6](=O)[NH:7][C:8]1([C:12]2[CH:17]=[CH:16][C:15]([C:18]3[C:27]([C:28]4[CH:33]=[CH:32][CH:31]=[CH:30][CH:29]=4)=[CH:26][C:25]4[C:24](=O)[C:23](=[CH:35]N(C)C)[C:22]([CH3:40])([CH3:39])[CH2:21][C:20]=4[N:19]=3)=[CH:14][CH:13]=2)[CH2:11][CH2:10][CH2:9]1)(C)(C)C.[OH2:42].[NH2:43][NH2:44]. Product: [C:8]([O:42][C:6](=[O:5])[NH:7][C:8]1([C:12]2[CH:17]=[CH:16][C:15]([C:18]3[C:27]([C:28]4[CH:29]=[CH:30][CH:31]=[CH:32][CH:33]=4)=[CH:26][C:25]4[C:24]5=[N:43][NH:44][CH:35]=[C:23]5[C:22]([CH3:39])([CH3:40])[CH2:21][C:20]=4[N:19]=3)=[CH:14][CH:13]=2)[CH2:9][CH2:10][CH2:11]1)([CH3:12])([CH3:11])[CH3:9]. The catalyst class is: 8. (4) Reactant: [CH3:1][O:2][C:3]([C:5]1[S:9][C:8]2[C:10]([Cl:14])=[CH:11][CH:12]=[CH:13][C:7]=2[C:6]=1OS(C(F)(F)F)(=O)=O)=O.CC(C)([O-])C.[Na+].[C:29]([O:33][CH3:34])(=[O:32])[CH2:30][SH:31].Cl.BrC[C:38]([O:40][CH2:41][CH3:42])=[O:39].C([O-])([O-])=O.[K+].[K+]. Product: [CH3:34][O:33][C:29]([C:30]1[S:31][C:6]2[C:7]3[CH:13]=[CH:12][CH:11]=[C:10]([Cl:14])[C:8]=3[S:9][C:5]=2[C:3]=1[O:2][CH2:1][C:38]([O:40][CH2:41][CH3:42])=[O:39])=[O:32]. The catalyst class is: 18. (5) Reactant: [Cl:1][C:2]1[CH:7]=[CH:6][CH:5]=[CH:4][C:3]=1[C:8]1[C:12]([C:13]2[CH:18]=[CH:17][C:16]([OH:19])=[CH:15][CH:14]=2)=[C:11]([C:20]2[CH:25]=[CH:24][C:23]([O:26][CH3:27])=[CH:22][CH:21]=2)[O:10][N:9]=1.[C:28]([N:35]1[CH2:38][CH:37](I)[CH2:36]1)([O:30][C:31]([CH3:34])([CH3:33])[CH3:32])=[O:29].C(=O)([O-])[O-].[Cs+].[Cs+].C(OCC)(=O)C. Product: [Cl:1][C:2]1[CH:7]=[CH:6][CH:5]=[CH:4][C:3]=1[C:8]1[C:12]([C:13]2[CH:14]=[CH:15][C:16]([O:19][CH:37]3[CH2:36][N:35]([C:28]([O:30][C:31]([CH3:34])([CH3:33])[CH3:32])=[O:29])[CH2:38]3)=[CH:17][CH:18]=2)=[C:11]([C:20]2[CH:21]=[CH:22][C:23]([O:26][CH3:27])=[CH:24][CH:25]=2)[O:10][N:9]=1. The catalyst class is: 3.